From a dataset of Reaction yield outcomes from USPTO patents with 853,638 reactions. Predict the reaction yield, written as a fraction of the theoretical maximum amount of product (1.0 means a 100% yield; for example, 0.34 means a 34% yield). (1) The reactants are C([O:9][C@@H:10]1[C@@H:37]([O:38]C(=O)C2C=CC=CC=2)[C@H:36]([O:47]C(=O)C2C=CC=CC=2)[C@@H:35]([C@@H:56]([CH3:66])[O:57]C(=O)C2C=CC=CC=2)[O:34][C@H:11]1[O:12][C:13]1[CH:18]=[C:17]([CH2:19][O:20]C(=O)C)[CH:16]=[C:15]([CH3:24])[C:14]=1[CH2:25][C:26]1[CH:31]=[CH:30][C:29]([CH2:32][CH3:33])=[CH:28][CH:27]=1)(=O)C1C=CC=CC=1.C(=O)([O-])[O-].[K+].[K+]. The catalyst is O1CCCC1.CO. The product is [O:12]([C:13]1[CH:18]=[C:17]([CH2:19][OH:20])[CH:16]=[C:15]([CH3:24])[C:14]=1[CH2:25][C:26]1[CH:31]=[CH:30][C:29]([CH2:32][CH3:33])=[CH:28][CH:27]=1)[C@@H:11]1[O:34][C@H:35]([C@@H:56]([CH3:66])[OH:57])[C@@H:36]([OH:47])[C@H:37]([OH:38])[C@H:10]1[OH:9]. The yield is 0.396. (2) The reactants are [C:1]([C:5]1[CH:10]=[CH:9][C:8]([N+:11]([O-])=O)=[CH:7][C:6]=1[O:14][CH3:15])([CH3:4])([CH3:3])[CH3:2].C([O-])=O.[K+]. The catalyst is CCO.O.[Pd]. The product is [C:1]([C:5]1[CH:10]=[CH:9][C:8]([NH2:11])=[CH:7][C:6]=1[O:14][CH3:15])([CH3:4])([CH3:2])[CH3:3]. The yield is 0.720. (3) The reactants are [Cl:1][C:2]1[CH:3]=[CH:4][C:5]([C:18]2[N:22]([CH2:23][CH:24]3[CH2:29][CH2:28][CH2:27][CH2:26][CH2:25]3)[C:21]3[CH:30]=[C:31]([F:35])[C:32]([F:34])=[CH:33][C:20]=3[N:19]=2)=[C:6]([CH:17]=1)[O:7][CH2:8][C:9]1[CH:10]=[C:11]([CH:14]=[CH:15][CH:16]=1)[C:12]#[N:13].[N-:36]=[N+:37]=[N-:38].[Na+].[Cl-].[NH4+]. The catalyst is CN(C)C=O. The product is [Cl:1][C:2]1[CH:3]=[CH:4][C:5]([C:18]2[N:22]([CH2:23][CH:24]3[CH2:29][CH2:28][CH2:27][CH2:26][CH2:25]3)[C:21]3[CH:30]=[C:31]([F:35])[C:32]([F:34])=[CH:33][C:20]=3[N:19]=2)=[C:6]([O:7][CH2:8][C:9]2[CH:16]=[CH:15][CH:14]=[C:11]([C:12]3[NH:38][N:37]=[N:36][N:13]=3)[CH:10]=2)[CH:17]=1. The yield is 0.140. (4) The reactants are [CH2:1]([O:4][C:5]1[C:6]([CH:14]=[CH2:15])=[CH:7][C:8]([CH2:12][OH:13])=[N:9][C:10]=1[Cl:11])C=C. The catalyst is C1CCC([P+](C([P+](C2CCCCC2)(C2CCCCC2)C2CCCCC2)C2C=CC=CC=2)(C2CCCCC2)C2CCCCC2)CC1.Cl[Ru]Cl. The product is [Cl:11][C:10]1[N:9]=[C:8]([CH2:12][OH:13])[CH:7]=[C:6]2[CH:14]=[CH:15][CH2:1][O:4][C:5]=12. The yield is 0.890. (5) The reactants are [CH3:1][CH:2]([C:16](=[O:28])[CH:17]=[CH:18][C:19]1[CH:24]=[CH:23][C:22]([OH:25])=[C:21]([O:26][CH3:27])[CH:20]=1)[C:3](=[O:15])[CH:4]=[CH:5][C:6]1[CH:11]=[CH:10][C:9]([OH:12])=[C:8]([O:13][CH3:14])[CH:7]=1. The catalyst is [Pd].C(OCC)(=O)C. The product is [CH3:1][CH:2]([C:3](=[O:15])[CH2:4][CH2:5][C:6]1[CH:11]=[CH:10][C:9]([OH:12])=[C:8]([O:13][CH3:14])[CH:7]=1)[C:16](=[O:28])[CH2:17][CH2:18][C:19]1[CH:24]=[CH:23][C:22]([OH:25])=[C:21]([O:26][CH3:27])[CH:20]=1. The yield is 0.380. (6) The reactants are C([O:3][CH:4](OCC)[C:5]1[CH:10]=[CH:9][C:8]([CH:11]2[NH:23][C:21]3[C:22]4[C:13](=[N:14][NH:15][C:16](=[O:24])[C:17]=4[CH:18]=[CH:19][CH:20]=3)[CH:12]2[C:25]2[N:26]([CH3:30])[CH:27]=[CH:28][N:29]=2)=[CH:7][CH:6]=1)C.Cl.C([O-])([O-])=O.[K+].[K+]. No catalyst specified. The product is [CH3:30][N:26]1[CH:27]=[CH:28][N:29]=[C:25]1[CH:12]1[C:13]2=[N:14][NH:15][C:16](=[O:24])[C:17]3[CH:18]=[CH:19][CH:20]=[C:21]([C:22]=32)[NH:23][CH:11]1[C:8]1[CH:9]=[CH:10][C:5]([CH:4]=[O:3])=[CH:6][CH:7]=1. The yield is 0.700. (7) The reactants are C([O:5][C:6]([N:8]1[CH2:12][CH2:11][CH2:10][CH:9]1[C:13]1[NH:14][C:15]([C:18]2[CH:27]=[CH:26][C:25]3[C:20](=[CH:21][CH:22]=[C:23]([C:28]4[CH:33]=[CH:32][C:31]([C:34]5[NH:35][C:36]([CH:39]6[CH2:43][CH2:42][CH2:41][N:40]6C(OC(C)(C)C)=O)=[N:37][CH:38]=5)=[CH:30][CH:29]=4)[CH:24]=3)[CH:19]=2)=[CH:16][N:17]=1)=O)(C)(C)C.Cl.[OH-].[Na+].[CH3:54][O:55][C:56]([NH:58][C@H:59]([C:63]1[CH:68]=[CH:67][CH:66]=[CH:65][CH:64]=1)[C:60]([OH:62])=O)=[O:57].CCOP(O[N:78]1N=N[C:82]2[CH:83]=[CH:84][CH:85]=[CH:86][C:81]=2[C:79]1=O)(OCC)=O.[C:89]([O-:92])(O)=[O:90].[Na+].[CH3:94]O. The catalyst is CN(C=O)C. The product is [CH3:54][O:55][C:56](=[O:57])[NH:58][CH:59]([C:63]1[CH:68]=[CH:67][CH:66]=[CH:65][CH:64]=1)[C:60]([N:40]1[CH2:41][CH2:42][CH2:43][CH:39]1[C:36]1[NH:35][C:34]([C:31]2[CH:32]=[CH:33][C:28]([C:23]3[CH:22]=[CH:21][C:20]4[C:25](=[CH:26][CH:27]=[C:18]([C:15]5[NH:14][C:13]([CH:9]6[CH2:10][CH2:11][CH2:12][N:8]6[C:6](=[O:5])[CH:79]([NH:78][C:89]([O:92][CH3:94])=[O:90])[C:81]6[CH:82]=[CH:83][CH:84]=[CH:85][CH:86]=6)=[N:17][CH:16]=5)[CH:19]=4)[CH:24]=3)=[CH:29][CH:30]=2)=[CH:38][N:37]=1)=[O:62]. The yield is 0.490. (8) The reactants are C(O)(C(F)(F)F)=O.[NH2:8][CH2:9][CH2:10][CH2:11][C@:12]([C@@H:21]1[CH2:26][CH2:25][CH2:24][N:23]([C:27]([O:29][C:30]([CH3:33])([CH3:32])[CH3:31])=[O:28])[CH2:22]1)([C:14]1[CH:19]=[CH:18][CH:17]=[C:16]([Cl:20])[CH:15]=1)[OH:13].C(N(CC)CC)C.Cl[C:42]([O:44][CH3:45])=[O:43]. The yield is 0.690. The catalyst is CN(C1C=CN=CC=1)C.C(Cl)Cl. The product is [CH3:45][O:44][C:42]([NH:8][CH2:9][CH2:10][CH2:11][C@:12]([C@@H:21]1[CH2:26][CH2:25][CH2:24][N:23]([C:27]([O:29][C:30]([CH3:33])([CH3:32])[CH3:31])=[O:28])[CH2:22]1)([C:14]1[CH:19]=[CH:18][CH:17]=[C:16]([Cl:20])[CH:15]=1)[OH:13])=[O:43]. (9) The reactants are [N:1]([CH:4]([C:6]1[CH:11]=[C:10]([Cl:12])[C:9]([Cl:13])=[C:8]([I:14])[C:7]=1[O:15][CH3:16])[CH3:5])=[N+]=[N-].CP(C)C. The catalyst is O1CCCC1.O. The product is [Cl:13][C:9]1[C:10]([Cl:12])=[CH:11][C:6]([CH:4]([NH2:1])[CH3:5])=[C:7]([O:15][CH3:16])[C:8]=1[I:14]. The yield is 0.720. (10) The reactants are Br[C:2]1[CH:3]=[CH:4][C:5]([NH:9][CH2:10][C:11]2[CH:16]=[CH:15][C:14]([Cl:17])=[CH:13][CH:12]=2)=[N:6][C:7]=1[F:8].C([Li])CCC.Cl[Si](C)(C)CC[Si](Cl)(C)C.C([Li])(C)(C)C.C([Cu])#N.C(OC([N:48]1[C:52]2=[N:53][CH:54]=[C:55]([Cl:57])[CH:56]=[C:51]2[C:50]([CH2:58]Cl)=[CH:49]1)=O)(C)(C)C.Cl.N. The catalyst is O1CCCC1. The product is [Cl:17][C:14]1[CH:15]=[CH:16][C:11]([CH2:10][NH:9][C:5]2[CH:4]=[CH:3][C:2]([CH2:58][C:50]3[C:51]4[C:52](=[N:53][CH:54]=[C:55]([Cl:57])[CH:56]=4)[NH:48][CH:49]=3)=[C:7]([F:8])[N:6]=2)=[CH:12][CH:13]=1. The yield is 0.331.